Dataset: Full USPTO retrosynthesis dataset with 1.9M reactions from patents (1976-2016). Task: Predict the reactants needed to synthesize the given product. (1) Given the product [Cl:38][C:39]1[CH:57]=[CH:56][C:42]([CH2:43][N:44]2[C:45]([CH2:54][CH3:55])=[N:46][N:47]=[C:48]2[C@H:49]2[CH2:53][CH2:52][CH2:51][N:50]2[C:2]([NH:25][C@@H:19]2[C:18]3[C:23](=[CH:24][C:15]([C:14]([F:13])([F:26])[F:27])=[CH:16][CH:17]=3)[O:22][CH2:21][CH2:20]2)=[O:4])=[CH:41][CH:40]=1, predict the reactants needed to synthesize it. The reactants are: Cl[C:2](Cl)([O:4]C(=O)OC(Cl)(Cl)Cl)Cl.[F:13][C:14]([F:27])([F:26])[C:15]1[CH:24]=[C:23]2[C:18]([C@@H:19]([NH2:25])[CH2:20][CH2:21][O:22]2)=[CH:17][CH:16]=1.C(N(CC)C(C)C)(C)C.Cl.[Cl:38][C:39]1[CH:57]=[CH:56][C:42]([CH2:43][N:44]2[C:48]([C@H:49]3[CH2:53][CH2:52][CH2:51][NH:50]3)=[N:47][N:46]=[C:45]2[CH2:54][CH3:55])=[CH:41][CH:40]=1.C([O-])(O)=O.[Na+]. (2) The reactants are: CCN(C(C)C)C(C)C.[I:10][C:11]1[CH:19]=[CH:18][C:14]([C:15](Cl)=[O:16])=[CH:13][CH:12]=1.[CH2:20]([O:22][C:23](=[O:32])[C@@:24]([CH3:31])([C:27]([NH:29][CH3:30])=[O:28])[NH:25][CH3:26])[CH3:21]. Given the product [CH2:20]([O:22][C:23](=[O:32])[C:24]([N:25]([CH3:26])[C:15]([C:14]1[CH:18]=[CH:19][C:11]([I:10])=[CH:12][CH:13]=1)=[O:16])([CH3:31])[C:27]([NH:29][CH3:30])=[O:28])[CH3:21], predict the reactants needed to synthesize it. (3) The reactants are: [Cl:1][C:2]1[CH:3]=[C:4]([C:8]2[C:9]3[N:18]([CH2:19][C@H:20]4[CH2:25][CH2:24][C@H:23]([CH3:26])[CH2:22][CH2:21]4)[CH:17]=[C:16](I)[C:10]=3[N:11]=[C:12]([C:14]#[N:15])[N:13]=2)[CH:5]=[N:6][CH:7]=1.[C:28]1(B(O)O)[CH:33]=[CH:32][CH:31]=[CH:30][CH:29]=1.C([O-])([O-])=O.[Na+].[Na+].O1CCOCC1. Given the product [Cl:1][C:2]1[CH:3]=[C:4]([C:8]2[C:9]3[N:18]([CH2:19][C@H:20]4[CH2:25][CH2:24][C@H:23]([CH3:26])[CH2:22][CH2:21]4)[CH:17]=[C:16]([C:28]4[CH:33]=[CH:32][CH:31]=[CH:30][CH:29]=4)[C:10]=3[N:11]=[C:12]([C:14]#[N:15])[N:13]=2)[CH:5]=[N:6][CH:7]=1, predict the reactants needed to synthesize it. (4) Given the product [CH3:27][C:17]1[CH:22]=[CH:21][C:20]([S:23]([N:1]2[C:2]3([CH2:7][CH2:6][O:5][CH2:4][CH2:3]3)[CH2:8]2)(=[O:25])=[O:24])=[CH:19][CH:18]=1, predict the reactants needed to synthesize it. The reactants are: [NH2:1][C:2]1([CH2:8]O)[CH2:7][CH2:6][O:5][CH2:4][CH2:3]1.C(N(CC)CC)C.[C:17]1([CH3:27])[CH:22]=[CH:21][C:20]([S:23](Cl)(=[O:25])=[O:24])=[CH:19][CH:18]=1. (5) Given the product [NH2:1][C:2]1[N:6]([CH3:7])[C:5](=[O:8])[C:4]([C:9]2[CH:14]=[CH:13][CH:12]=[C:11]([CH2:15][Br:23])[CH:10]=2)([C:16]2[CH:21]=[CH:20][CH:19]=[C:18]([Br:22])[CH:17]=2)[N:3]=1, predict the reactants needed to synthesize it. The reactants are: [NH2:1][C:2]1[N:6]([CH3:7])[C:5](=[O:8])[C:4]([C:16]2[CH:21]=[CH:20][CH:19]=[C:18]([Br:22])[CH:17]=2)([C:9]2[CH:14]=[CH:13][CH:12]=[C:11]([CH3:15])[CH:10]=2)[N:3]=1.[Br:23]N1C(=O)CCC1=O.CC(N=NC(C#N)(C)C)(C#N)C. (6) Given the product [NH2:52][C@@H:53]([CH:81]([CH3:83])[CH3:82])[C:54]([O:56][CH2:57][O:58][C:59](=[O:80])[C@@:60]([CH2:78][OH:79])([CH3:77])[CH2:61][C@H:62]([NH:76][C:6]([C:4]1[NH:3][N:2]=[N:1][CH:5]=1)=[O:8])[CH2:63][C:64]1[CH:65]=[CH:66][C:67]([C:70]2[CH:75]=[CH:74][CH:73]=[CH:72][CH:71]=2)=[CH:68][CH:69]=1)=[O:55], predict the reactants needed to synthesize it. The reactants are: [NH:1]1[CH:5]=[C:4]([C:6]([OH:8])=O)[N:3]=[N:2]1.CCN(C(C)C)C(C)C.CN(C(ON1N=NC2C=CC=NC1=2)=[N+](C)C)C.F[P-](F)(F)(F)(F)F.C(OC([NH:52][C@@H:53]([CH:81]([CH3:83])[CH3:82])[C:54]([O:56][CH2:57][O:58][C:59](=[O:80])[C@@:60]([CH2:78][OH:79])([CH3:77])[CH2:61][C@H:62]([NH2:76])[CH2:63][C:64]1[CH:69]=[CH:68][C:67]([C:70]2[CH:75]=[CH:74][CH:73]=[CH:72][CH:71]=2)=[CH:66][CH:65]=1)=[O:55])=O)C1C=CC=CC=1. (7) Given the product [F:34][C:2]([F:1])([F:33])[C:3]1[CH:4]=[C:5]([C@H:13]([O:15][C@@H:16]2[C@@H:25]([C:26]3[CH:27]=[CH:28][C:29]([F:32])=[CH:30][CH:31]=3)[C:24]3[N+:23]([O-:43])=[CH:22][CH:21]=[CH:20][C:19]=3[CH2:18][CH2:17]2)[CH3:14])[CH:6]=[C:7]([C:9]([F:12])([F:10])[F:11])[CH:8]=1, predict the reactants needed to synthesize it. The reactants are: [F:1][C:2]([F:34])([F:33])[C:3]1[CH:4]=[C:5]([C@H:13]([O:15][C@@H:16]2[C@@H:25]([C:26]3[CH:31]=[CH:30][C:29]([F:32])=[CH:28][CH:27]=3)[C:24]3[N:23]=[CH:22][CH:21]=[CH:20][C:19]=3[CH2:18][CH2:17]2)[CH3:14])[CH:6]=[C:7]([C:9]([F:12])([F:11])[F:10])[CH:8]=1.C1C=C(Cl)C=C(C(OO)=[O:43])C=1.[OH-].[Na+]. (8) Given the product [C:29]([C:2]1[CH:7]=[CH:6][CH:5]=[C:4]([CH2:8][O:9][Si:10]([C:13]([CH3:16])([CH3:15])[CH3:14])([CH3:12])[CH3:11])[N:3]=1)(=[O:30])[CH3:28], predict the reactants needed to synthesize it. The reactants are: Br[C:2]1[CH:7]=[CH:6][CH:5]=[C:4]([CH2:8][O:9][Si:10]([C:13]([CH3:16])([CH3:15])[CH3:14])([CH3:12])[CH3:11])[N:3]=1.CCCCCC.[Li]CCCC.[CH3:28][C:29](N(C)C)=[O:30].